The task is: Predict which catalyst facilitates the given reaction.. This data is from Catalyst prediction with 721,799 reactions and 888 catalyst types from USPTO. (1) Reactant: [NH2:1][CH2:2][CH2:3][O:4]/[N:5]=[CH:6]/[C:7]1[C:8]([F:30])=[C:9]([F:29])[C:10]([NH:20][C:21]2[CH:26]=[CH:25][C:24]([I:27])=[CH:23][C:22]=2[F:28])=[C:11]([CH:19]=1)[C:12]([NH:14][O:15][CH2:16][CH2:17][OH:18])=[O:13].CN(C)C=O.CON(C(C)=O)[C:39](=[O:41])[CH3:40]. Product: [C:39]([NH:1][CH2:2][CH2:3][O:4]/[N:5]=[CH:6]/[C:7]1[C:8]([F:30])=[C:9]([F:29])[C:10]([NH:20][C:21]2[CH:26]=[CH:25][C:24]([I:27])=[CH:23][C:22]=2[F:28])=[C:11]([CH:19]=1)[C:12]([NH:14][O:15][CH2:16][CH2:17][OH:18])=[O:13])(=[O:41])[CH3:40]. The catalyst class is: 5. (2) Reactant: [S:1]1[CH:5]=[CH:4][N:3]=[C:2]1[C:6]1[N:11]=[C:10]([CH2:12][OH:13])[CH:9]=[CH:8][CH:7]=1. Product: [S:1]1[CH:5]=[CH:4][N:3]=[C:2]1[C:6]1[N:11]=[C:10]([CH:12]=[O:13])[CH:9]=[CH:8][CH:7]=1. The catalyst class is: 177.